This data is from Full USPTO retrosynthesis dataset with 1.9M reactions from patents (1976-2016). The task is: Predict the reactants needed to synthesize the given product. (1) Given the product [Cl:8][C:9]1[CH:14]=[CH:13][C:12]([C:15]2[CH:16]=[CH:17][C:18]([C:21]#[C:22][C:23]3[CH:24]=[CH:25][C:26]([O:27][CH2:28][CH2:29][N:30]([CH3:44])[CH:31]4[CH2:36][CH2:35][NH:34][CH2:33][CH2:32]4)=[CH:45][CH:46]=3)=[N:19][CH:20]=2)=[CH:11][CH:10]=1, predict the reactants needed to synthesize it. The reactants are: FC(F)(F)C(O)=O.[Cl:8][C:9]1[CH:14]=[CH:13][C:12]([C:15]2[CH:16]=[CH:17][C:18]([C:21]#[C:22][C:23]3[CH:46]=[CH:45][C:26]([O:27][CH2:28][CH2:29][N:30]([CH3:44])[CH:31]4[CH2:36][CH2:35][N:34](C(OC(C)(C)C)=O)[CH2:33][CH2:32]4)=[CH:25][CH:24]=3)=[N:19][CH:20]=2)=[CH:11][CH:10]=1. (2) The reactants are: CCN(C(C)C)C(C)C.[CH3:10][Si:11]([CH3:16])([CH3:15])[CH2:12][C:13]#[CH:14].[CH2:17]([C:19]1[C:20]([C:27]([O:29][CH3:30])=[O:28])=[C:21]([CH:25]=[O:26])[NH:22][C:23]=1I)[CH3:18]. Given the product [CH2:17]([C:19]1[C:20]([C:27]([O:29][CH3:30])=[O:28])=[C:21]([CH:25]=[O:26])[NH:22][C:23]=1[C:14]#[C:13][CH2:12][Si:11]([CH3:16])([CH3:15])[CH3:10])[CH3:18], predict the reactants needed to synthesize it. (3) Given the product [Br:1][C:2]1[CH:7]=[CH:6][C:5]([O:8][CH2:9][CH3:10])=[C:4]([CH2:11][C:13]#[N:14])[CH:3]=1, predict the reactants needed to synthesize it. The reactants are: [Br:1][C:2]1[CH:7]=[CH:6][C:5]([O:8][CH2:9][CH3:10])=[C:4]([CH2:11]Br)[CH:3]=1.[C-:13]#[N:14].[K+]. (4) Given the product [C:13]([O:17][C:18]([NH:20][C@H:21]([C:32]([O:34][CH3:35])=[O:33])[CH2:22][C:23]1[CH:24]=[CH:25][C:26]([N:7]2[C:6](=[O:12])[CH:5]=[C:4]([CH:1]([CH3:3])[CH3:2])[N:9]([CH3:10])[C:8]2=[O:11])=[CH:27][CH:28]=1)=[O:19])([CH3:15])([CH3:16])[CH3:14], predict the reactants needed to synthesize it. The reactants are: [CH:1]([C:4]1[N:9]([CH3:10])[C:8](=[O:11])[NH:7][C:6](=[O:12])[CH:5]=1)([CH3:3])[CH3:2].[C:13]([O:17][C:18]([NH:20][C@H:21]([C:32]([O:34][CH3:35])=[O:33])[CH2:22][C:23]1[CH:28]=[CH:27][C:26](B(O)O)=[CH:25][CH:24]=1)=[O:19])([CH3:16])([CH3:15])[CH3:14].C(N(CC)CC)C. (5) Given the product [ClH:23].[CH3:19][O:18][C:14]1[CH:13]=[C:12]([C:10](=[O:11])[CH2:9][NH:7][CH3:6])[CH:17]=[CH:16][CH:15]=1, predict the reactants needed to synthesize it. The reactants are: C(O[C:6](=O)[N:7]([CH2:9][C:10]([C:12]1[CH:17]=[CH:16][CH:15]=[C:14]([O:18][CH3:19])[CH:13]=1)=[O:11])C)(C)(C)C.N#N.[ClH:23].O1CCOCC1.